This data is from Full USPTO retrosynthesis dataset with 1.9M reactions from patents (1976-2016). The task is: Predict the reactants needed to synthesize the given product. (1) The reactants are: [CH3:1][O:2][C:3]1[C:4]([O:29][CH2:30][CH2:31][CH2:32][N:33]2[CH2:37][CH2:36][CH2:35][C:34]2=[O:38])=[CH:5][C:6]2[CH2:15][CH:14]([C:16]([CH3:21])([CH3:20])[CH2:17][O:18][CH3:19])[N:13]3[C:8](=[CH:9][C:10](=[O:27])[C:11]([C:22]([O:24]CC)=[O:23])=[CH:12]3)[C:7]=2[CH:28]=1.[Li+].[OH-].Cl. Given the product [CH3:1][O:2][C:3]1[C:4]([O:29][CH2:30][CH2:31][CH2:32][N:33]2[CH2:37][CH2:36][CH2:35][C:34]2=[O:38])=[CH:5][C:6]2[CH2:15][CH:14]([C:16]([CH3:20])([CH3:21])[CH2:17][O:18][CH3:19])[N:13]3[C:8](=[CH:9][C:10](=[O:27])[C:11]([C:22]([OH:24])=[O:23])=[CH:12]3)[C:7]=2[CH:28]=1, predict the reactants needed to synthesize it. (2) The reactants are: C(=O)([O-])[O-].[K+].[K+].Cl.Cl.[CH2:9]([N:12]1[CH2:17][CH2:16][NH:15][CH2:14][CH2:13]1)[CH2:10][CH3:11].[CH2:18]([O:25][C:26]1[CH:50]=[CH:49][C:48]([O:51][CH2:52][CH2:53]Br)=[CH:47][C:27]=1[C:28]([NH:30][C:31]1[CH:40]=[C:39]([C:41]2[CH:46]=[CH:45][CH:44]=[CH:43][CH:42]=2)[CH:38]=[CH:37][C:32]=1[C:33]([O:35][CH3:36])=[O:34])=[O:29])[C:19]1[CH:24]=[CH:23][CH:22]=[CH:21][CH:20]=1. Given the product [CH2:18]([O:25][C:26]1[CH:50]=[CH:49][C:48]([O:51][CH2:52][CH2:53][N:15]2[CH2:16][CH2:17][N:12]([CH2:9][CH2:10][CH3:11])[CH2:13][CH2:14]2)=[CH:47][C:27]=1[C:28]([NH:30][C:31]1[CH:40]=[C:39]([C:41]2[CH:42]=[CH:43][CH:44]=[CH:45][CH:46]=2)[CH:38]=[CH:37][C:32]=1[C:33]([O:35][CH3:36])=[O:34])=[O:29])[C:19]1[CH:20]=[CH:21][CH:22]=[CH:23][CH:24]=1, predict the reactants needed to synthesize it. (3) Given the product [CH2:1]([O:3][C:4](=[O:17])[CH:5]([O:14][CH2:15][CH3:16])[CH2:6][C:7]1[CH:8]=[CH:9][C:10]([O:13][CH2:30][CH2:29][C:24]2[CH:25]=[CH:26][CH:27]=[CH:28][C:23]=2[O:22][S:19]([CH3:18])(=[O:20])=[O:21])=[CH:11][CH:12]=1)[CH3:2], predict the reactants needed to synthesize it. The reactants are: [CH2:1]([O:3][C:4](=[O:17])[CH:5]([O:14][CH2:15][CH3:16])[CH2:6][C:7]1[CH:12]=[CH:11][C:10]([OH:13])=[CH:9][CH:8]=1)[CH3:2].[CH3:18][S:19]([O:22][C:23]1[CH:28]=[CH:27][CH:26]=[CH:25][C:24]=1[CH2:29][CH2:30]CS([O-])(=O)=O)(=[O:21])=[O:20].